The task is: Predict the reaction yield, written as a fraction of the theoretical maximum amount of product (1.0 means a 100% yield; for example, 0.34 means a 34% yield).. This data is from Reaction yield outcomes from USPTO patents with 853,638 reactions. (1) The reactants are [C:1]([C:3]1[CH:8]=[CH:7][C:6]([C:9]2[CH2:14][CH2:13][N:12]([C:15]([O:17][C:18]([CH3:21])([CH3:20])[CH3:19])=[O:16])[CH2:11][CH:10]=2)=[CH:5][CH:4]=1)#[N:2]. The catalyst is C(OCC)(=O)C. The product is [C:1]([C:3]1[CH:4]=[CH:5][C:6]([CH:9]2[CH2:10][CH2:11][N:12]([C:15]([O:17][C:18]([CH3:21])([CH3:20])[CH3:19])=[O:16])[CH2:13][CH2:14]2)=[CH:7][CH:8]=1)#[N:2]. The yield is 0.400. (2) The reactants are [Cl:1][C:2]1[CH:7]=[CH:6][C:5]([N:8]2[C:12]([CH2:13][F:14])=[C:11]([C:15]([OH:17])=O)[N:10]=[C:9]2[C:18]2[CH:23]=[CH:22][C:21]([Cl:24])=[CH:20][C:19]=2[Cl:25])=[CH:4][CH:3]=1.C(N(C(C)C)CC)(C)C.F[P-](F)(F)(F)(F)F.N1(OC(N(C)C)=[N+](C)C)[C:46]2[CH:47]=[CH:48][CH:49]=C[C:45]=2[N:44]=[N:43]1.NN1CCCCC1. No catalyst specified. The product is [Cl:1][C:2]1[CH:7]=[CH:6][C:5]([N:8]2[C:12]([CH2:13][F:14])=[C:11]([C:15]([NH:43][N:44]3[CH2:49][CH2:48][CH2:47][CH2:46][CH2:45]3)=[O:17])[N:10]=[C:9]2[C:18]2[CH:23]=[CH:22][C:21]([Cl:24])=[CH:20][C:19]=2[Cl:25])=[CH:4][CH:3]=1. The yield is 0.640. (3) The reactants are [CH3:1][C@@H:2]1[C@H:6]([OH:7])[C@@H:5]([CH2:8][OH:9])[O:4][C@H:3]1[N:10]1[CH:17]=[CH:16][C:14]([NH2:15])=[N:13][C:11]1=[S:12].C[Si](C)(C)Cl.[C:23](Cl)(=[O:30])[C:24]1[CH:29]=[CH:28][CH:27]=[CH:26][CH:25]=1.[OH-].[NH4+]. The catalyst is N1C=CC=CC=1.CO. The product is [C:23]([NH:15][C:14]1[CH:16]=[CH:17][N:10]([C@@H:3]2[O:4][C@H:5]([CH2:8][OH:9])[C@@H:6]([OH:7])[C@H:2]2[CH3:1])[C:11](=[S:12])[N:13]=1)(=[O:30])[C:24]1[CH:29]=[CH:28][CH:27]=[CH:26][CH:25]=1. The yield is 0.466. (4) The reactants are [N:1]12[CH2:8][CH2:7][C:4]([C:9]([C:17]3[CH:22]=[CH:21][CH:20]=[CH:19][CH:18]=3)([C:11]3[CH:16]=[CH:15][CH:14]=[CH:13][CH:12]=3)[OH:10])([CH2:5][CH2:6]1)[CH2:3][CH2:2]2.[Br:23]C[CH:25]1[CH2:30][CH2:29][CH2:28][O:27][CH2:26]1.[CH3:31]C#N. No catalyst specified. The product is [Br-:23].[OH:10][C:9]([C:17]1[CH:22]=[CH:21][CH:20]=[CH:19][CH:18]=1)([C:11]1[CH:12]=[CH:13][CH:14]=[CH:15][CH:16]=1)[C:4]12[CH2:5][CH2:6][N+:1]([CH2:31][CH:26]3[CH2:25][CH2:30][CH2:29][CH2:28][O:27]3)([CH2:2][CH2:3]1)[CH2:8][CH2:7]2. The yield is 0.508. (5) The reactants are [CH:1]1([C:4]2[C:13]3[C:8](=[CH:9][CH:10]=[CH:11][CH:12]=3)[C:7]([NH2:14])=[CH:6][CH:5]=2)[CH2:3][CH2:2]1.C(=O)(O)[O-].[Na+].[C:20](Cl)(Cl)=[S:21]. The catalyst is ClCCl. The product is [CH:1]1([C:4]2[C:13]3[C:8](=[CH:9][CH:10]=[CH:11][CH:12]=3)[C:7]([N:14]=[C:20]=[S:21])=[CH:6][CH:5]=2)[CH2:3][CH2:2]1. The yield is 0.990. (6) The reactants are [OH:1][C:2]1[CH:11]=[C:10]2[C:5]([CH:6]=[CH:7][CH:8]=[C:9]2[C:12]([O:14][CH3:15])=[O:13])=[CH:4][CH:3]=1.N1C=CC=CC=1.[F:22][C:23]([F:36])([F:35])[S:24](O[S:24]([C:23]([F:36])([F:35])[F:22])(=[O:26])=[O:25])(=[O:26])=[O:25]. The catalyst is C(Cl)Cl. The product is [F:22][C:23]([F:36])([F:35])[S:24]([O:1][C:2]1[CH:11]=[C:10]2[C:5]([CH:6]=[CH:7][CH:8]=[C:9]2[C:12]([O:14][CH3:15])=[O:13])=[CH:4][CH:3]=1)(=[O:26])=[O:25]. The yield is 0.932. (7) The catalyst is C(OCC)(=O)C. The yield is 0.870. The reactants are C(OC([N:8]1[CH2:13][CH2:12][CH:11]([NH:14][C:15]2[CH:20]=[CH:19][C:18]([Cl:21])=[CH:17][CH:16]=2)[CH2:10][CH2:9]1)=O)(C)(C)C.Cl.[OH-].[Na+]. The product is [Cl:21][C:18]1[CH:19]=[CH:20][C:15]([NH:14][CH:11]2[CH2:12][CH2:13][NH:8][CH2:9][CH2:10]2)=[CH:16][CH:17]=1. (8) The reactants are [CH3:1][O:2][C:3](=[O:43])[CH2:4][CH2:5][CH2:6][C:7]#[C:8][C:9]1[CH:14]=[CH:13][C:12]([C:15]([CH2:40][CH3:41])([C:18]2[CH:23]=[CH:22][C:21]([C:24]#[C:25][C:26]([O:35]COC)([C:31]([F:34])([F:33])[F:32])[C:27]([F:30])([F:29])[F:28])=[C:20]([CH3:39])[CH:19]=2)[CH2:16][CH3:17])=[CH:11][C:10]=1[CH3:42]. The catalyst is Cl.O1CCOCC1. The product is [CH3:1][O:2][C:3](=[O:43])[CH2:4][CH2:5][CH2:6][C:7]#[C:8][C:9]1[CH:14]=[CH:13][C:12]([C:15]([CH2:40][CH3:41])([C:18]2[CH:23]=[CH:22][C:21]([C:24]#[C:25][C:26]([OH:35])([C:31]([F:33])([F:34])[F:32])[C:27]([F:30])([F:29])[F:28])=[C:20]([CH3:39])[CH:19]=2)[CH2:16][CH3:17])=[CH:11][C:10]=1[CH3:42]. The yield is 0.800.